This data is from Reaction yield outcomes from USPTO patents with 853,638 reactions. The task is: Predict the reaction yield, written as a fraction of the theoretical maximum amount of product (1.0 means a 100% yield; for example, 0.34 means a 34% yield). (1) The product is [F:1][C:2]1[CH:3]=[CH:4][C:5]([C:8]2[C:12]([CH2:13][O:14][C:15]3[N:16]=[CH:17][C:18]([C:19]([N:25]4[CH2:30][CH2:29][O:28][CH2:27][CH2:26]4)=[O:21])=[CH:22][CH:23]=3)=[C:11]([CH3:24])[O:10][N:9]=2)=[CH:6][CH:7]=1. The reactants are [F:1][C:2]1[CH:7]=[CH:6][C:5]([C:8]2[C:12]([CH2:13][O:14][C:15]3[CH:23]=[CH:22][C:18]([C:19]([OH:21])=O)=[CH:17][N:16]=3)=[C:11]([CH3:24])[O:10][N:9]=2)=[CH:4][CH:3]=1.[NH:25]1[CH2:30][CH2:29][O:28][CH2:27][CH2:26]1. No catalyst specified. The yield is 0.130. (2) The reactants are [C:1](=[O:22])([O:20][CH3:21])[O:2][C:3]1[CH:8]=[C:7]([N+:9]([O-])=O)[C:6]([F:12])=[CH:5][C:4]=1[C:13]1([CH3:19])[CH2:18][CH2:17][CH2:16][CH2:15][CH2:14]1.C([O-])=O.[NH4+].C(OCC)(=O)C. The catalyst is CO.[Pd]. The product is [C:1](=[O:22])([O:20][CH3:21])[O:2][C:3]1[CH:8]=[C:7]([NH2:9])[C:6]([F:12])=[CH:5][C:4]=1[C:13]1([CH3:19])[CH2:18][CH2:17][CH2:16][CH2:15][CH2:14]1. The yield is 0.820. (3) The reactants are [CH3:1][O:2][C:3]1[CH:4]=[C:5]([NH2:15])[CH:6]=[CH:7][C:8]=1[N:9]1[CH:13]=[C:12]([CH3:14])[N:11]=[CH:10]1.[Cl:16][C:17]1[N:22]=[C:21](Cl)[N:20]=[CH:19][N:18]=1. No catalyst specified. The product is [Cl:16][C:17]1[N:22]=[CH:21][N:20]=[C:19]([NH:15][C:5]2[CH:6]=[CH:7][C:8]([N:9]3[CH:13]=[C:12]([CH3:14])[N:11]=[CH:10]3)=[C:3]([O:2][CH3:1])[CH:4]=2)[N:18]=1. The yield is 0.500. (4) The reactants are [Cl:1][CH:2]([O:6][C:7]([NH:9][CH2:10][C:11]1([CH2:17][C:18]([OH:20])=[O:19])[CH2:16][CH2:15][CH2:14][CH2:13][CH2:12]1)=[O:8])[CH:3]([CH3:5])[CH3:4].[CH:21]1C=CC=CC=1.C[Si](C=[N+]=[N-])(C)C. The catalyst is CO. The product is [Cl:1][CH:2]([O:6][C:7]([NH:9][CH2:10][C:11]1([CH2:17][C:18]([O:20][CH3:21])=[O:19])[CH2:12][CH2:13][CH2:14][CH2:15][CH2:16]1)=[O:8])[CH:3]([CH3:4])[CH3:5]. The yield is 0.720. (5) The catalyst is O1CCCC1. The reactants are [N+:1]([CH:3](S(C1C=CC(C)=CC=1)(=O)=O)[C:4]1[CH:11]=[CH:10][C:7]([C:8]#[N:9])=[CH:6][CH:5]=1)#[C-:2].[O:22]=[CH:23][C:24]([O:26][CH2:27][CH3:28])=[O:25].N1CCNCC1. The yield is 0.490. The product is [C:8]([C:7]1[CH:6]=[CH:5][C:4]([C:3]2[N:1]=[CH:2][O:22][C:23]=2[C:24]([O:26][CH2:27][CH3:28])=[O:25])=[CH:11][CH:10]=1)#[N:9]. (6) The reactants are [OH:1][CH2:2][CH:3]1[CH2:8][CH2:7][N:6]([C:9]([O:11][C:12]([CH3:15])([CH3:14])[CH3:13])=[O:10])[CH2:5][CH2:4]1.[C:16]1([CH3:26])[CH:21]=[CH:20][C:19]([S:22](Cl)(=[O:24])=[O:23])=[CH:18][CH:17]=1.C(N(CC)CC)C. The catalyst is ClCCl. The product is [CH3:26][C:16]1[CH:21]=[CH:20][C:19]([S:22]([O:1][CH2:2][CH:3]2[CH2:8][CH2:7][N:6]([C:9]([O:11][C:12]([CH3:15])([CH3:14])[CH3:13])=[O:10])[CH2:5][CH2:4]2)(=[O:24])=[O:23])=[CH:18][CH:17]=1. The yield is 0.850. (7) No catalyst specified. The product is [Br:1][C:2]1[CH:7]=[CH:6][C:5]([O:8][CH2:17][CH:18]2[CH2:20][O:19]2)=[C:4]([Cl:9])[C:3]=1[Cl:10]. The yield is 0.710. The reactants are [Br:1][C:2]1[CH:7]=[CH:6][C:5]([OH:8])=[C:4]([Cl:9])[C:3]=1[Cl:10].C(=O)([O-])[O-].[K+].[K+].[CH3:17][C:18]([CH3:20])=[O:19]. (8) The product is [Cl:14][C:12]1[CH:13]=[C:8]([NH:7][C:6]2[N:5]=[C:3]([NH2:4])[NH:2][N:1]=2)[CH:9]=[C:10]([Cl:22])[C:11]=1[S:15][C:16]1[CH:17]=[CH:18][CH:19]=[CH:20][CH:21]=1. The catalyst is C(O)C. The yield is 0.380. The reactants are [NH2:1][NH2:2].[C:3](/[N:5]=[C:6](\SC)/[NH:7][C:8]1[CH:13]=[C:12]([Cl:14])[C:11]([S:15][C:16]2[CH:21]=[CH:20][CH:19]=[CH:18][CH:17]=2)=[C:10]([Cl:22])[CH:9]=1)#[N:4].